This data is from Full USPTO retrosynthesis dataset with 1.9M reactions from patents (1976-2016). The task is: Predict the reactants needed to synthesize the given product. (1) The reactants are: C([NH:4][C:5]1[CH:9]=[C:8]([Cl:10])[N:7]([C:11]2[CH:16]=[CH:15][C:14]([Br:17])=[CH:13][CH:12]=2)[C:6]=1[C:18]([O:20][CH2:21][CH3:22])=[O:19])(=O)C.Cl. Given the product [NH2:4][C:5]1[CH:9]=[C:8]([Cl:10])[N:7]([C:11]2[CH:12]=[CH:13][C:14]([Br:17])=[CH:15][CH:16]=2)[C:6]=1[C:18]([O:20][CH2:21][CH3:22])=[O:19], predict the reactants needed to synthesize it. (2) Given the product [S:3]1[CH2:19][CH:6]1[CH2:7][N:8]1[C:12](=[O:13])[C:11]2[C:10](=[CH:17][CH:16]=[CH:15][CH:14]=2)[C:9]1=[O:18], predict the reactants needed to synthesize it. The reactants are: NC(N)=[S:3].O1[CH2:19][CH:6]1[CH2:7][N:8]1[C:12](=[O:13])[C:11]2=[CH:14][CH:15]=[CH:16][CH:17]=[C:10]2[C:9]1=[O:18]. (3) Given the product [OH:5][CH2:4][CH2:3][CH2:2][S:15][C:12]1[CH:13]=[CH:14][C:9]([N+:6]([O-:8])=[O:7])=[CH:10][CH:11]=1, predict the reactants needed to synthesize it. The reactants are: Cl[CH2:2][CH2:3][CH2:4][OH:5].[N+:6]([C:9]1[CH:14]=[CH:13][C:12]([SH:15])=[CH:11][CH:10]=1)([O-:8])=[O:7].[OH-].[Na+]. (4) The reactants are: [N+:1]([C:4]1[CH:9]=[CH:8][C:7](F)=[CH:6][CH:5]=1)([O-:3])=[O:2].[C@H:11]1([NH2:18])[CH2:16][CH2:15][C@H:14]([NH2:17])[CH2:13][CH2:12]1.C(=O)([O-])[O-].[K+].[K+]. Given the product [N+:1]([C:4]1[CH:9]=[CH:8][C:7]([NH:17][C@H:14]2[CH2:15][CH2:16][C@H:11]([NH2:18])[CH2:12][CH2:13]2)=[CH:6][CH:5]=1)([O-:3])=[O:2], predict the reactants needed to synthesize it. (5) The reactants are: [CH3:1][O:2][C:3]1[CH:10]=[CH:9][C:6]([CH:7]=[CH2:8])=[CH:5][CH:4]=1.[N+](=[CH:13][C:14]([O:16][CH2:17][CH3:18])=[O:15])=[N-]. Given the product [CH2:17]([O:16][C:14]([CH:13]1[CH2:8][CH:7]1[C:6]1[CH:9]=[CH:10][C:3]([O:2][CH3:1])=[CH:4][CH:5]=1)=[O:15])[CH3:18], predict the reactants needed to synthesize it. (6) Given the product [Cl:10][C:11]1[CH:28]=[CH:27][C:14]([CH2:15][O:16][C:17]2[CH:24]=[CH:23][C:20]([CH:21]([N:1]3[C:9]4=[N:8][CH:7]=[CH:6][CH:5]=[C:4]4[CH:3]=[CH:2]3)[O:22][CH3:29])=[CH:19][C:18]=2[O:25][CH3:26])=[CH:13][CH:12]=1, predict the reactants needed to synthesize it. The reactants are: [NH:1]1[C:9]2[C:4](=[CH:5][CH:6]=[CH:7][N:8]=2)[CH:3]=[CH:2]1.[Cl:10][C:11]1[CH:28]=[CH:27][C:14]([CH2:15][O:16][C:17]2[CH:24]=[CH:23][C:20]([CH:21]=[O:22])=[CH:19][C:18]=2[O:25][CH3:26])=[CH:13][CH:12]=1.[CH3:29]O.[OH-].[K+]. (7) Given the product [N:1]1([C:6]2[C:11]([O:12][CH2:13][C:14]([NH:18][NH2:19])=[O:16])=[CH:10][CH:9]=[CH:8][N:7]=2)[CH2:5][CH2:4][CH2:3][CH2:2]1, predict the reactants needed to synthesize it. The reactants are: [N:1]1([C:6]2[C:11]([O:12][CH2:13][C:14]([O:16]C)=O)=[CH:10][CH:9]=[CH:8][N:7]=2)[CH2:5][CH2:4][CH2:3][CH2:2]1.[NH2:18][NH2:19].